This data is from NCI-60 drug combinations with 297,098 pairs across 59 cell lines. The task is: Regression. Given two drug SMILES strings and cell line genomic features, predict the synergy score measuring deviation from expected non-interaction effect. (1) Drug 1: CC1=C2C(C(=O)C3(C(CC4C(C3C(C(C2(C)C)(CC1OC(=O)C(C(C5=CC=CC=C5)NC(=O)OC(C)(C)C)O)O)OC(=O)C6=CC=CC=C6)(CO4)OC(=O)C)OC)C)OC. Drug 2: CCCCC(=O)OCC(=O)C1(CC(C2=C(C1)C(=C3C(=C2O)C(=O)C4=C(C3=O)C=CC=C4OC)O)OC5CC(C(C(O5)C)O)NC(=O)C(F)(F)F)O. Cell line: SK-OV-3. Synergy scores: CSS=54.7, Synergy_ZIP=13.0, Synergy_Bliss=12.6, Synergy_Loewe=-7.13, Synergy_HSA=13.3. (2) Drug 1: CC1=CC2C(CCC3(C2CCC3(C(=O)C)OC(=O)C)C)C4(C1=CC(=O)CC4)C. Drug 2: CC12CCC3C(C1CCC2O)C(CC4=C3C=CC(=C4)O)CCCCCCCCCS(=O)CCCC(C(F)(F)F)(F)F. Cell line: UACC62. Synergy scores: CSS=3.01, Synergy_ZIP=-1.02, Synergy_Bliss=-1.55, Synergy_Loewe=-0.165, Synergy_HSA=-1.70. (3) Synergy scores: CSS=3.35, Synergy_ZIP=-5.13, Synergy_Bliss=-6.92, Synergy_Loewe=-7.06, Synergy_HSA=-6.12. Drug 2: C1=NNC2=C1C(=O)NC=N2. Cell line: U251. Drug 1: CS(=O)(=O)OCCCCOS(=O)(=O)C. (4) Drug 1: COC1=NC(=NC2=C1N=CN2C3C(C(C(O3)CO)O)O)N. Drug 2: C1CN(CCN1C(=O)CCBr)C(=O)CCBr. Cell line: T-47D. Synergy scores: CSS=22.4, Synergy_ZIP=-2.90, Synergy_Bliss=1.35, Synergy_Loewe=5.62, Synergy_HSA=5.81.